This data is from Peptide-MHC class I binding affinity with 185,985 pairs from IEDB/IMGT. The task is: Regression. Given a peptide amino acid sequence and an MHC pseudo amino acid sequence, predict their binding affinity value. This is MHC class I binding data. (1) The peptide sequence is SLIVKCMPY. The MHC is HLA-A03:01 with pseudo-sequence HLA-A03:01. The binding affinity (normalized) is 0.0847. (2) The peptide sequence is GLFPQLSAI. The MHC is HLA-A68:02 with pseudo-sequence HLA-A68:02. The binding affinity (normalized) is 0.105. (3) The binding affinity (normalized) is 0.213. The peptide sequence is YLLLTTNGT. The MHC is HLA-B08:01 with pseudo-sequence HLA-B08:01. (4) The MHC is HLA-B08:01 with pseudo-sequence HLA-B08:01. The peptide sequence is VMNHKNKFM. The binding affinity (normalized) is 0.166. (5) The peptide sequence is YMMDGNECP. The MHC is HLA-A02:19 with pseudo-sequence HLA-A02:19. The binding affinity (normalized) is 0.510. (6) The peptide sequence is VISKIYTLIY. The MHC is HLA-A31:01 with pseudo-sequence HLA-A31:01. The binding affinity (normalized) is 0.362.